This data is from NCI-60 drug combinations with 297,098 pairs across 59 cell lines. The task is: Regression. Given two drug SMILES strings and cell line genomic features, predict the synergy score measuring deviation from expected non-interaction effect. (1) Drug 1: C1=CC(=CC=C1CC(C(=O)O)N)N(CCCl)CCCl.Cl. Drug 2: B(C(CC(C)C)NC(=O)C(CC1=CC=CC=C1)NC(=O)C2=NC=CN=C2)(O)O. Cell line: SK-MEL-5. Synergy scores: CSS=11.5, Synergy_ZIP=-0.435, Synergy_Bliss=5.25, Synergy_Loewe=-1.30, Synergy_HSA=-1.39. (2) Drug 1: CC1CCC2CC(C(=CC=CC=CC(CC(C(=O)C(C(C(=CC(C(=O)CC(OC(=O)C3CCCCN3C(=O)C(=O)C1(O2)O)C(C)CC4CCC(C(C4)OC)O)C)C)O)OC)C)C)C)OC. Cell line: SK-MEL-5. Synergy scores: CSS=1.20, Synergy_ZIP=0.241, Synergy_Bliss=0.0680, Synergy_Loewe=-3.01, Synergy_HSA=-1.91. Drug 2: CCN(CC)CCNC(=O)C1=C(NC(=C1C)C=C2C3=C(C=CC(=C3)F)NC2=O)C. (3) Drug 1: C1=CC(=CC=C1CCCC(=O)O)N(CCCl)CCCl. Drug 2: C1CC(=O)NC(=O)C1N2C(=O)C3=CC=CC=C3C2=O. Cell line: SK-MEL-2. Synergy scores: CSS=-0.629, Synergy_ZIP=-3.60, Synergy_Bliss=-4.76, Synergy_Loewe=-4.30, Synergy_HSA=-4.77. (4) Drug 1: CC1=CC2C(CCC3(C2CCC3(C(=O)C)OC(=O)C)C)C4(C1=CC(=O)CC4)C. Drug 2: CC1C(C(CC(O1)OC2CC(CC3=C2C(=C4C(=C3O)C(=O)C5=CC=CC=C5C4=O)O)(C(=O)C)O)N)O. Cell line: SF-539. Synergy scores: CSS=39.1, Synergy_ZIP=0.0936, Synergy_Bliss=-0.555, Synergy_Loewe=-48.4, Synergy_HSA=0.456. (5) Drug 1: CC1=C(C(=CC=C1)Cl)NC(=O)C2=CN=C(S2)NC3=CC(=NC(=N3)C)N4CCN(CC4)CCO. Drug 2: CC1=C(C(=O)C2=C(C1=O)N3CC4C(C3(C2COC(=O)N)OC)N4)N. Cell line: MDA-MB-435. Synergy scores: CSS=0.439, Synergy_ZIP=-4.48, Synergy_Bliss=-5.30, Synergy_Loewe=-5.60, Synergy_HSA=-5.20. (6) Drug 1: C1=NC2=C(N=C(N=C2N1C3C(C(C(O3)CO)O)F)Cl)N. Drug 2: CC1=C2C(C(=O)C3(C(CC4C(C3C(C(C2(C)C)(CC1OC(=O)C(C(C5=CC=CC=C5)NC(=O)OC(C)(C)C)O)O)OC(=O)C6=CC=CC=C6)(CO4)OC(=O)C)O)C)O. Cell line: HCC-2998. Synergy scores: CSS=60.2, Synergy_ZIP=1.23, Synergy_Bliss=0.310, Synergy_Loewe=-3.75, Synergy_HSA=5.93. (7) Synergy scores: CSS=31.4, Synergy_ZIP=-12.8, Synergy_Bliss=-9.04, Synergy_Loewe=-12.6, Synergy_HSA=-5.26. Drug 1: C1=C(C(=O)NC(=O)N1)N(CCCl)CCCl. Drug 2: C1CC(C1)(C(=O)O)C(=O)O.[NH2-].[NH2-].[Pt+2]. Cell line: SK-MEL-5. (8) Drug 1: CC12CCC3C(C1CCC2=O)CC(=C)C4=CC(=O)C=CC34C. Drug 2: C1=NC2=C(N1)C(=S)N=C(N2)N. Cell line: NCI-H226. Synergy scores: CSS=20.6, Synergy_ZIP=-4.58, Synergy_Bliss=1.05, Synergy_Loewe=-6.15, Synergy_HSA=2.39. (9) Drug 1: CCN(CC)CCCC(C)NC1=C2C=C(C=CC2=NC3=C1C=CC(=C3)Cl)OC. Drug 2: C1CN(P(=O)(OC1)NCCCl)CCCl. Cell line: SF-295. Synergy scores: CSS=7.26, Synergy_ZIP=3.70, Synergy_Bliss=7.38, Synergy_Loewe=4.17, Synergy_HSA=6.13. (10) Drug 1: CN(C)C1=NC(=NC(=N1)N(C)C)N(C)C. Drug 2: CNC(=O)C1=NC=CC(=C1)OC2=CC=C(C=C2)NC(=O)NC3=CC(=C(C=C3)Cl)C(F)(F)F. Cell line: NCIH23. Synergy scores: CSS=17.3, Synergy_ZIP=2.76, Synergy_Bliss=4.24, Synergy_Loewe=-10.0, Synergy_HSA=3.62.